Dataset: Full USPTO retrosynthesis dataset with 1.9M reactions from patents (1976-2016). Task: Predict the reactants needed to synthesize the given product. (1) Given the product [ClH:1].[Cl:1][C:2]1[N:3]=[CH:4][C:5]2[C:10]([CH:11]=1)=[CH:9][C:8]([C@H:12]([NH2:14])[CH3:13])=[CH:7][CH:6]=2, predict the reactants needed to synthesize it. The reactants are: [Cl:1][C:2]1[N:3]=[CH:4][C:5]2[C:10]([CH:11]=1)=[CH:9][C:8]([C@H:12]([NH:14][S@@](C(C)(C)C)=O)[CH3:13])=[CH:7][CH:6]=2.Cl.O1CCOCC1. (2) Given the product [NH2:1][CH2:4][CH2:5][O:6][C:7]1([C:21]#[N:22])[CH2:8][CH2:9][N:10]([C:13]2[N:18]=[C:17]([CH3:19])[CH:16]=[C:15]([CH3:20])[N:14]=2)[CH2:11][CH2:12]1, predict the reactants needed to synthesize it. The reactants are: [N:1]([CH2:4][CH2:5][O:6][C:7]1([C:21]#[N:22])[CH2:12][CH2:11][N:10]([C:13]2[N:18]=[C:17]([CH3:19])[CH:16]=[C:15]([CH3:20])[N:14]=2)[CH2:9][CH2:8]1)=[N+]=[N-].